This data is from Full USPTO retrosynthesis dataset with 1.9M reactions from patents (1976-2016). The task is: Predict the reactants needed to synthesize the given product. (1) Given the product [Cl:1][C:2]1[C:3]([F:28])=[C:4]([CH:25]=[CH:26][CH:27]=1)[NH:5][C:6]1[C:15]2[C:10](=[CH:11][C:12]([O:23][CH3:24])=[C:13]([O:16][CH:17]3[CH2:22][CH2:21][N:20]([S:39]([CH3:38])(=[O:41])=[O:40])[CH2:19][CH2:18]3)[CH:14]=2)[N:9]=[CH:8][N:7]=1, predict the reactants needed to synthesize it. The reactants are: [Cl:1][C:2]1[C:3]([F:28])=[C:4]([CH:25]=[CH:26][CH:27]=1)[NH:5][C:6]1[C:15]2[C:10](=[CH:11][C:12]([O:23][CH3:24])=[C:13]([O:16][CH:17]3[CH2:22][CH2:21][NH:20][CH2:19][CH2:18]3)[CH:14]=2)[N:9]=[CH:8][N:7]=1.C(N(C(C)C)CC)(C)C.[CH3:38][S:39](Cl)(=[O:41])=[O:40]. (2) Given the product [Cl:1][C:2]1[CH:10]=[CH:9][C:5]([C:6](=[O:8])[CH2:16][CH3:17])=[CH:4][C:3]=1[CH3:11], predict the reactants needed to synthesize it. The reactants are: [Cl:1][C:2]1[CH:10]=[CH:9][C:5]([C:6]([OH:8])=O)=[CH:4][C:3]=1[CH3:11].S(Cl)(Cl)=O.[CH2:16](N(CC)CC)[CH3:17].Cl.CNOC.C([Mg]Br)C. (3) Given the product [F:19][C:16]1[CH:17]=[CH:18][C:13]([O:12][CH2:11][C:9]2[N:10]=[C:5]3[N:4]=[CH:3][C:2]([C:25]4[CH:26]=[N:27][C:22]([C:21]([F:32])([F:31])[F:20])=[CH:23][CH:24]=4)=[CH:7][N:6]3[CH:8]=2)=[CH:14][CH:15]=1, predict the reactants needed to synthesize it. The reactants are: Br[C:2]1[CH:3]=[N:4][C:5]2[N:6]([CH:8]=[C:9]([CH2:11][O:12][C:13]3[CH:18]=[CH:17][C:16]([F:19])=[CH:15][CH:14]=3)[N:10]=2)[CH:7]=1.[F:20][C:21]([F:32])([F:31])[C:22]1[N:27]=[CH:26][C:25](B(O)O)=[CH:24][CH:23]=1. (4) Given the product [CH3:13][O:12][C:9]1[CH:10]=[C:11]2[C:6](=[C:7]([O:16][CH3:17])[C:8]=1[O:14][CH3:15])[N:5]=[CH:4][N:3]=[C:2]2[NH:18][C:19]1[CH:23]=[C:22]([C:24]([CH3:27])([CH3:25])[CH3:26])[Se:21][C:20]=1[C:28]([NH2:30])=[O:29], predict the reactants needed to synthesize it. The reactants are: Cl[C:2]1[C:11]2[C:6](=[C:7]([O:16][CH3:17])[C:8]([O:14][CH3:15])=[C:9]([O:12][CH3:13])[CH:10]=2)[N:5]=[CH:4][N:3]=1.[NH2:18][C:19]1[CH:23]=[C:22]([C:24]([CH3:27])([CH3:26])[CH3:25])[Se:21][C:20]=1[C:28]([NH2:30])=[O:29].CN(C=O)C.[OH-].[Na+]. (5) Given the product [OH:36][C:23]1[C:22](=[O:21])[N:11]([C:12]2[N:13]=[N:14][C:15]([CH3:18])=[CH:16][CH:17]=2)[CH:1]([C:2]2[CH:7]=[CH:6][C:5]([O:8][CH3:9])=[CH:4][CH:3]=2)[C:24]=1[C:25](=[O:26])[C:27]1[CH:32]=[CH:31][C:30]([CH:33]([CH3:35])[CH3:34])=[CH:29][CH:28]=1, predict the reactants needed to synthesize it. The reactants are: [CH:1](=O)[C:2]1[CH:7]=[CH:6][C:5]([O:8][CH3:9])=[CH:4][CH:3]=1.[NH2:11][C:12]1[N:13]=[N:14][C:15]([CH3:18])=[CH:16][CH:17]=1.C([O:21][C:22](=O)[C:23]([OH:36])=[CH:24][C:25]([C:27]1[CH:32]=[CH:31][C:30]([CH:33]([CH3:35])[CH3:34])=[CH:29][CH:28]=1)=[O:26])C. (6) Given the product [Cl:2][C:6]1[N:7]=[C:10](/[CH:11]=[CH:12]/[C:13]2[CH:18]=[CH:17][C:16]([N:19]3[CH:23]=[C:22]([CH3:24])[N:21]=[CH:20]3)=[C:15]([O:25][CH3:26])[CH:14]=2)[NH:9][CH:8]=1, predict the reactants needed to synthesize it. The reactants are: C(Cl)(Cl)(Cl)[Cl:2].[C:6]([CH2:8][NH:9][C:10](=O)/[CH:11]=[CH:12]/[C:13]1[CH:18]=[CH:17][C:16]([N:19]2[CH:23]=[C:22]([CH3:24])[N:21]=[CH:20]2)=[C:15]([O:25][CH3:26])[CH:14]=1)#[N:7].C1(P(C2C=CC=CC=2)C2C=CC=CC=2)C=CC=CC=1. (7) Given the product [C:1]([C:5]1[S:9]/[C:8](=[N:10]\[C:11](=[O:21])[C:12]2[CH:17]=[C:16]([Cl:18])[CH:15]=[CH:14][C:13]=2[O:19][CH3:20])/[N:7]([CH2:25][C:26]2[CH:30]=[C:29]([CH3:31])[O:28][N:27]=2)[CH:6]=1)([CH3:4])([CH3:2])[CH3:3], predict the reactants needed to synthesize it. The reactants are: [C:1]([C:5]1[S:9][C:8]([NH:10][C:11](=[O:21])[C:12]2[CH:17]=[C:16]([Cl:18])[CH:15]=[CH:14][C:13]=2[O:19][CH3:20])=[N:7][CH:6]=1)([CH3:4])([CH3:3])[CH3:2].[H-].[Na+].Cl[CH2:25][C:26]1[CH:30]=[C:29]([CH3:31])[O:28][N:27]=1.